From a dataset of Forward reaction prediction with 1.9M reactions from USPTO patents (1976-2016). Predict the product of the given reaction. (1) Given the reactants [C:1]1([CH2:7][CH2:8][C:9]([N:11]2[CH2:16][CH2:15][CH:14]([CH2:17][N:18]3[C:26]4[C:21](=[CH:22][C:23]([C:27]5[CH:28]=[N:29][N:30](C6CCCCO6)[C:31]=5[C:32]([F:35])([F:34])[F:33])=[CH:24][CH:25]=4)[CH:20]=[CH:19]3)[CH2:13][CH2:12]2)=[O:10])[CH:6]=[CH:5][CH:4]=[CH:3][CH:2]=1.CC1C=CC(S(O)(=O)=O)=CC=1.C(OCC)(=O)C.O, predict the reaction product. The product is: [C:1]1([CH2:7][CH2:8][C:9]([N:11]2[CH2:12][CH2:13][CH:14]([CH2:17][N:18]3[C:26]4[C:21](=[CH:22][C:23]([C:27]5[CH:28]=[N:29][NH:30][C:31]=5[C:32]([F:33])([F:35])[F:34])=[CH:24][CH:25]=4)[CH:20]=[CH:19]3)[CH2:15][CH2:16]2)=[O:10])[CH:2]=[CH:3][CH:4]=[CH:5][CH:6]=1. (2) Given the reactants [CH3:1][O:2][C:3]1[CH:4]=[C:5]([CH:26]=[C:27]([O:31]S(C)(=O)=O)[C:28]=1[O:29][CH3:30])[C:6]([N:8]1[CH2:12][CH2:11][C:10]([C:20]2[CH:25]=[CH:24][CH:23]=[CH:22][CH:21]=2)([CH2:13][CH2:14]OS(C)(=O)=O)[CH2:9]1)=[O:7].I.[CH2:37]([O:39][CH2:40][CH2:41][N:42]1[C:46]2[CH:47]=[CH:48][CH:49]=[CH:50][C:45]=2[N:44]=[C:43]1[N:51]1[CH2:57][CH2:56][CH2:55][NH:54][CH2:53][CH2:52]1)[CH3:38].C(N(CC)C(C)C)(C)C.ClCCl.CO, predict the reaction product. The product is: [CH3:1][O:2][C:3]1[CH:4]=[C:5]([CH:26]=[C:27]([OH:31])[C:28]=1[O:29][CH3:30])[C:6]([N:8]1[CH2:12][CH2:11][C:10]([CH2:13][CH2:14][N:54]2[CH2:55][CH2:56][CH2:57][N:51]([C:43]3[N:42]([CH2:41][CH2:40][O:39][CH2:37][CH3:38])[C:46]4[CH:47]=[CH:48][CH:49]=[CH:50][C:45]=4[N:44]=3)[CH2:52][CH2:53]2)([C:20]2[CH:25]=[CH:24][CH:23]=[CH:22][CH:21]=2)[CH2:9]1)=[O:7]. (3) Given the reactants [NH:1]1[CH:5]=[C:4]([C:6]2[CH:11]=[C:10]([C:12]3[N:13]=[N:14][N:15](CC4C=CC(OC)=CC=4)[C:16]=3[C:17]([F:20])([F:19])[F:18])[CH:9]=[CH:8][N:7]=2)[N:3]=[CH:2]1.Br[CH2:31][CH2:32][C:33]1[CH:38]=[CH:37][C:36]([F:39])=[CH:35][C:34]=1[F:40].C([O-])([O-])=O.[K+].[K+], predict the reaction product. The product is: [F:40][C:34]1[CH:35]=[C:36]([F:39])[CH:37]=[CH:38][C:33]=1[CH2:32][CH2:31][N:1]1[CH:5]=[C:4]([C:6]2[CH:11]=[C:10]([C:12]3[N:13]=[N:14][NH:15][C:16]=3[C:17]([F:19])([F:18])[F:20])[CH:9]=[CH:8][N:7]=2)[N:3]=[CH:2]1. (4) Given the reactants [CH3:1][O:2][C:3]1[C:12]([NH:13][C:14](=[O:18])OCC)=[N:11][C:10]2[C:5](=[CH:6][C:7]([CH3:20])=[C:8]([CH3:19])[CH:9]=2)[N:4]=1.[Br:21][C:22]1[CH:23]=[C:24]([N:28]2[CH2:33][CH2:32][NH:31][CH2:30][CH2:29]2)[CH:25]=[CH:26][CH:27]=1, predict the reaction product. The product is: [CH3:1][O:2][C:3]1[C:12]([NH:13][C:14]([N:31]2[CH2:30][CH2:29][N:28]([C:24]3[CH:25]=[CH:26][CH:27]=[C:22]([Br:21])[CH:23]=3)[CH2:33][CH2:32]2)=[O:18])=[N:11][C:10]2[C:5](=[CH:6][C:7]([CH3:20])=[C:8]([CH3:19])[CH:9]=2)[N:4]=1.